This data is from Forward reaction prediction with 1.9M reactions from USPTO patents (1976-2016). The task is: Predict the product of the given reaction. (1) Given the reactants [F:1][C:2]1[CH:3]=[C:4]([CH:7]=[C:8]([NH:10][CH2:11][C:12]2[CH:17]=[CH:16][C:15]([S:18]([CH3:21])(=[O:20])=[O:19])=[CH:14][CH:13]=2)[CH:9]=1)[C:5]#[N:6].[C:22](O)(=[O:29])[C:23]1[CH:28]=[CH:27][CH:26]=[N:25][CH:24]=1, predict the reaction product. The product is: [C:5]([C:4]1[CH:7]=[C:8]([N:10]([CH2:11][C:12]2[CH:13]=[CH:14][C:15]([S:18]([CH3:21])(=[O:20])=[O:19])=[CH:16][CH:17]=2)[C:22](=[O:29])[C:23]2[CH:28]=[CH:27][CH:26]=[N:25][CH:24]=2)[CH:9]=[C:2]([F:1])[CH:3]=1)#[N:6]. (2) Given the reactants C(OC([NH:8][C:9]1[O:17][C:16]2[C:11](=[N:12][CH:13]=[C:14]([CH:18]3[CH2:20][CH2:19]3)[CH:15]=2)[C:10]=1[C:21]([NH:23][C:24]1[CH:25]=[N:26][CH:27]=[CH:28][C:29]=1[N:30]1[CH2:35][C@H:34]([CH3:36])[CH2:33][C@H:32]([NH:37]C(=O)OC(C)(C)C)[CH2:31]1)=[O:22])=O)(C)(C)C.Cl.O1CCOCC1, predict the reaction product. The product is: [NH2:8][C:9]1[O:17][C:16]2[C:11](=[N:12][CH:13]=[C:14]([CH:18]3[CH2:20][CH2:19]3)[CH:15]=2)[C:10]=1[C:21]([NH:23][C:24]1[CH:25]=[N:26][CH:27]=[CH:28][C:29]=1[N:30]1[CH2:35][C@H:34]([CH3:36])[CH2:33][C@H:32]([NH2:37])[CH2:31]1)=[O:22]. (3) Given the reactants [CH2:1]([O:3][C:4]([C:6]1[C:7]2[C:15](=O)[CH2:14][CH2:13][CH2:12][CH2:11][C:8]=2[NH:9][CH:10]=1)=[O:5])[CH3:2].[NH2:17][CH:18]=[CH:19][CH:20]=O.C([O-])(=O)C.[NH4+], predict the reaction product. The product is: [CH2:1]([O:3][C:4]([C:6]1[C:7]2[C:15]3[N:17]=[CH:18][CH:19]=[CH:20][C:14]=3[CH2:13][CH2:12][CH2:11][C:8]=2[NH:9][CH:10]=1)=[O:5])[CH3:2]. (4) Given the reactants Cl[C:2]1[S:6][N:5]=[C:4]([C:7]2[S:8][CH:9]=[CH:10][CH:11]=2)[N:3]=1.[N:12]1([C:18]([O:20][C:21]([CH3:24])([CH3:23])[CH3:22])=[O:19])[CH2:17][CH2:16][NH:15][CH2:14][CH2:13]1.C(N(CC)CC)C.O, predict the reaction product. The product is: [S:8]1[CH:9]=[CH:10][CH:11]=[C:7]1[C:4]1[N:3]=[C:2]([N:15]2[CH2:14][CH2:13][N:12]([C:18]([O:20][C:21]([CH3:24])([CH3:23])[CH3:22])=[O:19])[CH2:17][CH2:16]2)[S:6][N:5]=1. (5) Given the reactants [OH:1][C:2]1[CH:9]=[CH:8][C:5]([CH:6]=[O:7])=[CH:4][CH:3]=1.C(N(CC)CC)C.[Br:17][C:18]([CH3:23])([CH3:22])[C:19](Br)=[O:20].C(=O)C1C=CC=CC=1, predict the reaction product. The product is: [CH:6]([C:5]1[CH:8]=[CH:9][C:2]([O:1][C:19](=[O:20])[C:18]([Br:17])([CH3:23])[CH3:22])=[CH:3][CH:4]=1)=[O:7]. (6) Given the reactants ClC1C(CO)=CC(F)=C(C=1)C(OC)=O.[Cl:15][C:16]1[C:17]([CH2:30][OH:31])=[CH:18][C:19]([F:29])=[C:20]([CH:28]=1)[C:21]([O:23][C:24]([CH3:27])([CH3:26])[CH3:25])=[O:22].[Cl:32][C:33]1[CH:34]=[C:35](O)[CH:36]=[CH:37][C:38]=1[Cl:39], predict the reaction product. The product is: [Cl:15][C:16]1[C:17]([CH2:30][O:31][C:36]2[CH:35]=[CH:34][C:33]([Cl:32])=[C:38]([Cl:39])[CH:37]=2)=[CH:18][C:19]([F:29])=[C:20]([CH:28]=1)[C:21]([O:23][C:24]([CH3:26])([CH3:27])[CH3:25])=[O:22]. (7) Given the reactants [Cl:1][C:2]1[C:3]([N+:11]([O-:13])=[O:12])=[C:4]([CH:8]=[CH:9][CH:10]=1)[C:5]([NH2:7])=O.S(Cl)(Cl)=O, predict the reaction product. The product is: [Cl:1][C:2]1[C:3]([N+:11]([O-:13])=[O:12])=[C:4]([CH:8]=[CH:9][CH:10]=1)[C:5]#[N:7]. (8) Given the reactants [S:1]1[C:5]2[CH:6]=[CH:7][CH:8]=[CH:9][C:4]=2[CH:3]=[CH:2]1.[Li]CCCC.[C:15](=[S:17])=[S:16].[CH3:18]I, predict the reaction product. The product is: [CH3:18][S:16][C:15]([C:2]1[S:1][C:5]2[CH:6]=[CH:7][CH:8]=[CH:9][C:4]=2[CH:3]=1)=[S:17]. (9) The product is: [NH:6]1[C:5]2[C:8](=[CH:13][CH:12]=[CH:3][CH:4]=2)[CH2:9][NH:10]1. Given the reactants BrC1[CH:3]=[C:4]2[NH:10][C:9](=O)[C:8]3([CH2:13][CH2:12]3)[C:5]2=[N:6]C=1.[H-].[H-].[H-].[H-].[Li+].[Al+3], predict the reaction product. (10) Given the reactants C[O:2][C:3](=[O:15])[CH2:4][C:5]1[CH:10]=[C:9]([N+:11]([O-:13])=[O:12])[CH:8]=[C:7]([Cl:14])[CH:6]=1.[OH-].[Na+], predict the reaction product. The product is: [Cl:14][C:7]1[CH:6]=[C:5]([CH2:4][C:3]([OH:15])=[O:2])[CH:10]=[C:9]([N+:11]([O-:13])=[O:12])[CH:8]=1.